Dataset: Forward reaction prediction with 1.9M reactions from USPTO patents (1976-2016). Task: Predict the product of the given reaction. (1) Given the reactants F[C:2]1[C:7]([C:8]2[N:13]=[C:12]([CH3:14])[N:11]=[C:10]([N:15]([CH2:25][C:26]3[CH:31]=[CH:30][C:29]([O:32][CH3:33])=[CH:28][CH:27]=3)[CH2:16][C:17]3[CH:22]=[CH:21][C:20]([O:23][CH3:24])=[CH:19][CH:18]=3)[N:9]=2)=[CH:6][C:5]([CH2:34][N:35]2[CH2:40][CH2:39][O:38][CH2:37][CH2:36]2)=[CH:4][N:3]=1.[F:41][C:42]1[CH:43]=[C:44]([NH2:50])[CH:45]=[N:46][C:47]=1[O:48][CH3:49].C[Si]([N-][Si](C)(C)C)(C)C.[Li+], predict the reaction product. The product is: [F:41][C:42]1[CH:43]=[C:44]([NH:50][C:2]2[C:7]([C:8]3[N:13]=[C:12]([CH3:14])[N:11]=[C:10]([N:15]([CH2:25][C:26]4[CH:31]=[CH:30][C:29]([O:32][CH3:33])=[CH:28][CH:27]=4)[CH2:16][C:17]4[CH:18]=[CH:19][C:20]([O:23][CH3:24])=[CH:21][CH:22]=4)[N:9]=3)=[CH:6][C:5]([CH2:34][N:35]3[CH2:40][CH2:39][O:38][CH2:37][CH2:36]3)=[CH:4][N:3]=2)[CH:45]=[N:46][C:47]=1[O:48][CH3:49]. (2) Given the reactants [OH-].[Na+].C[O:4][C:5](=[O:40])[CH2:6][C:7]1[CH:12]=[CH:11][C:10]([C:13]2[CH:18]=[CH:17][C:16]([C:19]([CH2:37][CH3:38])([C:22]3[CH:27]=[CH:26][C:25](/[CH:28]=[CH:29]/[C:30]4([OH:35])[CH2:34][CH2:33][CH2:32][CH2:31]4)=[C:24]([CH3:36])[CH:23]=3)[CH2:20][CH3:21])=[CH:15][C:14]=2[CH3:39])=[CH:9][CH:8]=1.[Cl-].[NH4+], predict the reaction product. The product is: [CH2:20]([C:19]([C:16]1[CH:17]=[CH:18][C:13]([C:10]2[CH:9]=[CH:8][C:7]([CH2:6][C:5]([OH:40])=[O:4])=[CH:12][CH:11]=2)=[C:14]([CH3:39])[CH:15]=1)([C:22]1[CH:27]=[CH:26][C:25](/[CH:28]=[CH:29]/[C:30]2([OH:35])[CH2:34][CH2:33][CH2:32][CH2:31]2)=[C:24]([CH3:36])[CH:23]=1)[CH2:37][CH3:38])[CH3:21]. (3) The product is: [OH:1][CH:2]([CH3:18])[CH2:3][C:4]1[CH:9]=[CH:8][N:7]=[C:6]([NH:10][C:11](=[O:17])[O:12][C:13]([CH3:15])([CH3:14])[CH3:16])[CH:5]=1. Given the reactants [O:1]=[C:2]([CH3:18])[CH2:3][C:4]1[CH:9]=[CH:8][N:7]=[C:6]([NH:10][C:11](=[O:17])[O:12][C:13]([CH3:16])([CH3:15])[CH3:14])[CH:5]=1.[BH4-].[Na+], predict the reaction product. (4) Given the reactants [CH3:1]/[C:2](/[CH2:6][CH2:7][CH:8]=[C:9]([CH3:11])[CH3:10])=[CH:3]\[CH:4]=[O:5].C1CCN2C(=NCCC2)CC1.[CH2:23]([SH:27])[CH2:24][CH2:25][CH3:26].CC(=CCCC(=CC=O)C)C, predict the reaction product. The product is: [CH2:23]([S:27][C:2]([CH3:1])([CH2:6][CH2:7][CH:8]=[C:9]([CH3:11])[CH3:10])[CH2:3][CH:4]=[O:5])[CH2:24][CH2:25][CH3:26]. (5) Given the reactants [NH2:1][CH2:2][CH2:3][CH2:4][N:5]1[C:17]2[C:16]3[CH:15]=[CH:14][CH:13]=[CH:12][C:11]=3[N:10]=[C:9]([NH2:18])[C:8]=2[N:7]=[C:6]1[CH3:19].[N:20]1([C:26](Cl)=[O:27])[CH2:25][CH2:24][O:23][CH2:22][CH2:21]1, predict the reaction product. The product is: [NH2:18][C:9]1[C:8]2[N:7]=[C:6]([CH3:19])[N:5]([CH2:4][CH2:3][CH2:2][NH:1][C:26]([N:20]3[CH2:25][CH2:24][O:23][CH2:22][CH2:21]3)=[O:27])[C:17]=2[C:16]2[CH:15]=[CH:14][CH:13]=[CH:12][C:11]=2[N:10]=1. (6) Given the reactants C(S[C:4]1[N:9]([CH2:10][C:11]2[CH:16]=[CH:15][C:14]([F:17])=[CH:13][CH:12]=2)[C:8](=[O:18])[N:7]([CH:19]([CH3:21])[CH3:20])[C:6](=[O:22])[N:5]=1)C.[CH:23]([O:26][C:27]1[CH:33]=[CH:32][C:30]([NH2:31])=[CH:29][CH:28]=1)([CH3:25])[CH3:24].CN1CCCC1=O, predict the reaction product. The product is: [F:17][C:14]1[CH:13]=[CH:12][C:11]([CH2:10][N:9]2[C:4]([NH:31][C:30]3[CH:29]=[CH:28][C:27]([O:26][CH:23]([CH3:25])[CH3:24])=[CH:33][CH:32]=3)=[N:5][C:6](=[O:22])[N:7]([CH:19]([CH3:20])[CH3:21])[C:8]2=[O:18])=[CH:16][CH:15]=1.